From a dataset of Reaction yield outcomes from USPTO patents with 853,638 reactions. Predict the reaction yield, written as a fraction of the theoretical maximum amount of product (1.0 means a 100% yield; for example, 0.34 means a 34% yield). The reactants are C(OC([NH:8][CH2:9][C:10]1([C:18]([OH:20])=[O:19])[C:12]2([CH2:17][CH2:16][CH2:15][CH2:14][CH2:13]2)[CH2:11]1)=O)(C)(C)C.[ClH:21].CCOCC. The catalyst is O1CCOCC1. The product is [ClH:21].[NH2:8][CH2:9][C:10]1([C:18]([OH:20])=[O:19])[C:12]2([CH2:17][CH2:16][CH2:15][CH2:14][CH2:13]2)[CH2:11]1. The yield is 0.860.